This data is from Reaction yield outcomes from USPTO patents with 853,638 reactions. The task is: Predict the reaction yield, written as a fraction of the theoretical maximum amount of product (1.0 means a 100% yield; for example, 0.34 means a 34% yield). (1) The reactants are [NH2:1][C:2]1[CH:7]=[CH:6][CH:5]=[CH:4][N:3]=1.C(N(CC)CC)C.[F:15][C:16]([F:27])([F:26])[C:17](O[C:17](=[O:18])[C:16]([F:27])([F:26])[F:15])=[O:18]. The catalyst is ClCCl. The product is [F:15][C:16]([F:27])([F:26])[C:17]([N:1]=[C:2]1[CH:7]=[CH:6][CH:5]=[CH:4][NH:3]1)=[O:18]. The yield is 0.710. (2) The product is [N:39]1([C:21]([C:18]2[CH:19]=[C:20]3[C:15](=[CH:16][CH:17]=2)[CH:14]=[N:13][CH:12]=[C:11]3[C:8]2[CH:9]=[CH:10][C:4]3[NH:3][S:2](=[O:24])(=[O:1])[CH2:6][C:5]=3[CH:7]=2)=[O:23])[CH2:38][CH2:37][CH2:34]1. The catalyst is CN(C=O)C.C(Cl)Cl. The yield is 0.360. The reactants are [O:1]=[S:2]1(=[O:24])[CH2:6][C:5]2[CH:7]=[C:8]([C:11]3[C:20]4[C:15](=[CH:16][CH:17]=[C:18]([C:21]([OH:23])=O)[CH:19]=4)[CH:14]=[N:13][CH:12]=3)[CH:9]=[CH:10][C:4]=2[NH:3]1.CN(C(ON1N=NC2C=[CH:37][CH:38]=[N:39][C:34]1=2)=[N+](C)C)C.F[P-](F)(F)(F)(F)F.N1CCC1.CCN(C(C)C)C(C)C. (3) The reactants are [Li]C(C)(C)C.Br[C:7]1[CH:12]=[CH:11][C:10]([N:13]2[C:17]([CH3:18])=[CH:16][CH:15]=[C:14]2[CH3:19])=[CH:9][N:8]=1.Cl[C:21]1[N:26]=[N:25][C:24]([N:27]([CH2:35][C:36]2([C:40]3[C:45]([F:46])=[CH:44][CH:43]=[CH:42][N:41]=3)[CH2:39][CH2:38][CH2:37]2)[C:28](=[O:34])[O:29][C:30]([CH3:33])([CH3:32])[CH3:31])=[CH:23][CH:22]=1. The catalyst is [Cl-].[Zn+2].[Cl-].C1COCC1. The product is [CH3:19][C:14]1[N:13]([C:10]2[CH:11]=[CH:12][C:7]([C:21]3[N:26]=[N:25][C:24]([N:27]([CH2:35][C:36]4([C:40]5[C:45]([F:46])=[CH:44][CH:43]=[CH:42][N:41]=5)[CH2:39][CH2:38][CH2:37]4)[C:28](=[O:34])[O:29][C:30]([CH3:31])([CH3:32])[CH3:33])=[CH:23][CH:22]=3)=[N:8][CH:9]=2)[C:17]([CH3:18])=[CH:16][CH:15]=1. The yield is 0.460.